This data is from Forward reaction prediction with 1.9M reactions from USPTO patents (1976-2016). The task is: Predict the product of the given reaction. (1) Given the reactants [F:1][C:2]([F:6])([CH3:5])[CH2:3][OH:4].CC(C)([O-])C.[K+].F[C:14]1[C:23]([CH3:24])=[CH:22][C:17]([C:18]([O:20]C)=[O:19])=[CH:16][N:15]=1.[OH-].[Na+], predict the reaction product. The product is: [F:1][C:2]([F:6])([CH3:5])[CH2:3][O:4][C:14]1[C:23]([CH3:24])=[CH:22][C:17]([C:18]([OH:20])=[O:19])=[CH:16][N:15]=1. (2) Given the reactants [CH2:1]([O:3][C:4]([C:6]1[S:7][C:8]([CH:11]2[CH2:16][CH2:15][CH2:14][C:13](=O)[CH2:12]2)=[CH:9][CH:10]=1)=[O:5])[CH3:2].[C:18]1([C@H:28]([NH2:30])[CH3:29])[C:27]2[C:22](=[CH:23][CH:24]=[CH:25][CH:26]=2)[CH:21]=[CH:20][CH:19]=1, predict the reaction product. The product is: [CH2:1]([O:3][C:4]([C:6]1[S:7][C:8]([CH:11]2[CH2:16][CH2:15][CH2:14][CH:13]([NH:30][C@@H:28]([C:18]3[C:27]4[C:22](=[CH:23][CH:24]=[CH:25][CH:26]=4)[CH:21]=[CH:20][CH:19]=3)[CH3:29])[CH2:12]2)=[CH:9][CH:10]=1)=[O:5])[CH3:2].